From a dataset of Full USPTO retrosynthesis dataset with 1.9M reactions from patents (1976-2016). Predict the reactants needed to synthesize the given product. (1) Given the product [CH2:1]([O:3][C:4]([N:6]1[CH2:11][CH2:10][CH:9]([N:12]([CH2:39][CH3:40])[CH2:13][C:14]2[CH:19]=[CH:18][N:17]=[C:16]([C:20]3[CH:21]=[C:22]([O:30][CH3:31])[C:23]([O:28][CH3:29])=[C:24]([O:26][CH3:27])[CH:25]=3)[CH:15]=2)[CH2:8][CH2:7]1)=[O:5])[CH3:2], predict the reactants needed to synthesize it. The reactants are: [CH2:1]([O:3][C:4]([N:6]1[CH2:11][CH2:10][CH:9]([NH:12][CH2:13][C:14]2[CH:19]=[CH:18][N:17]=[C:16]([C:20]3[CH:25]=[C:24]([O:26][CH3:27])[C:23]([O:28][CH3:29])=[C:22]([O:30][CH3:31])[CH:21]=3)[CH:15]=2)[CH2:8][CH2:7]1)=[O:5])[CH3:2].C(=O)([O-])[O-].[K+].[K+].I[CH2:39][CH3:40].C(OCC)(=O)C. (2) Given the product [NH2:31][C:29]([C:26]1[C:25](=[O:32])[C@:24]2([OH:33])[C@@H:5]([CH2:6][C@H:7]3[C:21](=[C:22]2[OH:23])[C:20](=[O:34])[C:10]2[C:11]([OH:19])=[C:12]([NH:18][C:44](=[O:45])[CH2:43][N:42]([C:54]([CH3:57])([CH3:56])[CH3:55])[C:40](=[O:41])[O:39][CH2:35][CH2:36][CH2:37][CH3:38])[CH:13]=[C:14]([N:15]([CH3:16])[CH3:17])[C:9]=2[CH2:8]3)[C@H:4]([N:2]([CH3:1])[CH3:3])[C:27]=1[OH:28])=[O:30], predict the reactants needed to synthesize it. The reactants are: [CH3:1][N:2]([C@@H:4]1[C:27](=[O:28])[C:26]([C:29]([NH2:31])=[O:30])=[C:25]([OH:32])[C@:24]2([OH:33])[C@H:5]1[CH2:6][C@H:7]1[C:21]([C:22]2=[O:23])=[C:20]([OH:34])[C:10]2[C:11]([OH:19])=[C:12]([NH2:18])[CH:13]=[C:14]([N:15]([CH3:17])[CH3:16])[C:9]=2[CH2:8]1)[CH3:3].[CH2:35]([O:39][C:40]([N:42]([C:54]([CH3:57])([CH3:56])[CH3:55])[CH2:43][C:44](OC(OCC(C)C)=O)=[O:45])=[O:41])[CH2:36][CH2:37][CH3:38]. (3) Given the product [CH:1]1([CH:7]2[CH2:11][CH2:10][O:9][C:8]2=[O:12])[CH2:2][CH2:3][CH2:4][CH2:5][CH2:6]1, predict the reactants needed to synthesize it. The reactants are: [C:1]1([CH:7]2[CH2:11][CH2:10][O:9][C:8]2=[O:12])[CH:6]=[CH:5][CH:4]=[CH:3][CH:2]=1.